From a dataset of Catalyst prediction with 721,799 reactions and 888 catalyst types from USPTO. Predict which catalyst facilitates the given reaction. (1) Reactant: [CH2:1]([N:4]1[C:12]2[C:11](Cl)=[N:10][CH:9]=[N:8][C:7]=2[CH:6]=[CH:5]1)[CH:2]=[CH2:3].[O:14]1CCOCC1.[OH-].[Na+]. Product: [CH2:1]([N:4]1[C:12]2[C:11](=[O:14])[NH:10][CH:9]=[N:8][C:7]=2[CH:6]=[CH:5]1)[CH:2]=[CH2:3]. The catalyst class is: 6. (2) Reactant: [C:1]1([Mg]Br)[CH:6]=[CH:5][CH:4]=[CH:3][CH:2]=1.[O:9]=[C:10]1[CH2:13][N:12]([C:14]([O:16][C:17]([CH3:20])([CH3:19])[CH3:18])=[O:15])[CH2:11]1.[Cl-].[NH4+].Cl. Product: [OH:9][C:10]1([C:1]2[CH:6]=[CH:5][CH:4]=[CH:3][CH:2]=2)[CH2:11][N:12]([C:14]([O:16][C:17]([CH3:20])([CH3:19])[CH3:18])=[O:15])[CH2:13]1. The catalyst class is: 385. (3) Reactant: [Cl:1][C:2]1[C:7]([C:8]([OH:10])=O)=[CH:6][CH:5]=[C:4]([N:11]2[CH:15]=[CH:14][C:13]([O:16][CH2:17][C:18]([CH3:21])([CH3:20])[CH3:19])=[N:12]2)[N:3]=1.C(C1NC=CN=1)(C1NC=CN=1)=O.[N:34]1([C:40]2[N:45]=[C:44]([S:46]([NH2:49])(=[O:48])=[O:47])[CH:43]=[CH:42][CH:41]=2)[CH2:39][CH2:38][CH2:37][CH2:36][CH2:35]1.[H-].[Na+].C(O)(=O)C. Product: [Cl:1][C:2]1[C:7]([C:8]([NH:49][S:46]([C:44]2[CH:43]=[CH:42][CH:41]=[C:40]([N:34]3[CH2:39][CH2:38][CH2:37][CH2:36][CH2:35]3)[N:45]=2)(=[O:47])=[O:48])=[O:10])=[CH:6][CH:5]=[C:4]([N:11]2[CH:15]=[CH:14][C:13]([O:16][CH2:17][C:18]([CH3:21])([CH3:20])[CH3:19])=[N:12]2)[N:3]=1. The catalyst class is: 31. (4) Reactant: [NH2:1][CH:2]([CH2:12][C:13]1[CH:18]=[CH:17][CH:16]=[C:15]([O:19][C:20]([F:25])([F:24])[CH:21]([F:23])[F:22])[CH:14]=1)[CH:3]([C:5]1[CH:6]=[N:7][C:8]([F:11])=[CH:9][CH:10]=1)[OH:4].[C:26]1([C:37](O)=[O:38])[CH:27]=[CH:28][CH:29]=[C:30]2[CH2:36][CH2:35][CH2:34][CH:33]=[CH:32][C:31]=12.Cl.C(N=C=NCCCN(C)C)C.ON1C2C=CC=CC=2N=N1. Product: [F:11][C:8]1[N:7]=[CH:6][C:5]([CH:3]([OH:4])[CH:2]([NH:1][C:37]([C:26]2[CH:27]=[CH:28][CH:29]=[C:30]3[CH2:36][CH2:35][CH2:34][CH:33]=[CH:32][C:31]=23)=[O:38])[CH2:12][C:13]2[CH:18]=[CH:17][CH:16]=[C:15]([O:19][C:20]([F:24])([F:25])[CH:21]([F:22])[F:23])[CH:14]=2)=[CH:10][CH:9]=1. The catalyst class is: 47. (5) Reactant: [CH3:1][C:2]1[C:6]([C:7]2[C:16]3[O:15][CH2:14][C@H:13]([C:17]4[CH:22]=[CH:21][CH:20]=[CH:19][N:18]=4)[N:12]4[C:23](=[O:25])[NH:24][C:10]([C:11]=34)=[C:9]([CH:26]=O)[CH:8]=2)=[C:5]([CH3:28])[O:4][N:3]=1.[CH3:29][CH:30]([NH2:32])[CH3:31].C([BH3-])#N.[Na+]. Product: [CH3:1][C:2]1[C:6]([C:7]2[C:16]3[O:15][CH2:14][CH:13]([C:17]4[CH:22]=[CH:21][CH:20]=[CH:19][N:18]=4)[N:12]4[C:23](=[O:25])[NH:24][C:10]([C:11]=34)=[C:9]([CH2:26][NH:32][CH:30]([CH3:31])[CH3:29])[CH:8]=2)=[C:5]([CH3:28])[O:4][N:3]=1. The catalyst class is: 5. (6) Reactant: [CH3:1][C:2]1[NH:7][C:6](=[O:8])[C:5]([N+:9]([O-:11])=[O:10])=[C:4]([N:12]2[CH2:18][CH2:17][C:16]3[S:19][C:20]([CH3:22])=[N:21][C:15]=3[CH2:14][CH2:13]2)[N:3]=1.[CH2:23](I)[CH3:24].C(=O)([O-])[O-].[K+].[K+]. Product: [CH2:23]([O:8][C:6]1[N:7]=[C:2]([CH3:1])[N:3]=[C:4]([N:12]2[CH2:18][CH2:17][C:16]3[S:19][C:20]([CH3:22])=[N:21][C:15]=3[CH2:14][CH2:13]2)[C:5]=1[N+:9]([O-:11])=[O:10])[CH3:24]. The catalyst class is: 9.